From a dataset of Forward reaction prediction with 1.9M reactions from USPTO patents (1976-2016). Predict the product of the given reaction. (1) Given the reactants [F:1][C:2]1[CH:3]=[C:4]([C@H:9]2[N:14](C(OC(C)(C)C)=O)[C:13](=[O:22])[C:12]([CH3:24])([CH3:23])[O:11][CH2:10]2)[CH:5]=[C:6]([F:8])[CH:7]=1.C(O)(C(F)(F)F)=O, predict the reaction product. The product is: [F:8][C:6]1[CH:5]=[C:4]([C@H:9]2[NH:14][C:13](=[O:22])[C:12]([CH3:24])([CH3:23])[O:11][CH2:10]2)[CH:3]=[C:2]([F:1])[CH:7]=1. (2) The product is: [NH2:14][C:10]1[N:9]=[C:8]([NH:15][C@@H:16]([CH2:27][CH2:28][CH3:29])[CH2:17][CH2:18][OH:19])[C:7]([CH2:6][C:5]2[CH:30]=[CH:31][C:2]([N:44]3[CH2:45][CH2:46][N:41]([CH3:40])[CH2:42][C:43]3=[O:47])=[CH:3][C:4]=2[O:32][CH3:33])=[C:12]([CH3:13])[N:11]=1. Given the reactants Br[C:2]1[CH:31]=[CH:30][C:5]([CH2:6][C:7]2[C:8]([NH:15][C@@H:16]([CH2:27][CH2:28][CH3:29])[CH2:17][CH2:18][O:19][Si](C(C)(C)C)(C)C)=[N:9][C:10]([NH2:14])=[N:11][C:12]=2[CH3:13])=[C:4]([O:32][CH3:33])[CH:3]=1.CNCCNC.[CH3:40][N:41]1[CH2:46][CH2:45][NH:44][C:43](=[O:47])[CH2:42]1.C([O-])([O-])=O.[Cs+].[Cs+].[F-].C([N+](CCCC)(CCCC)CCCC)CCC, predict the reaction product.